From a dataset of Catalyst prediction with 721,799 reactions and 888 catalyst types from USPTO. Predict which catalyst facilitates the given reaction. Reactant: [CH3:1][C:2]([C@H:4]1[C@@H:8]2[C@@H:9]3[C@@:22]([CH3:25])([CH2:23][CH2:24][C@@:7]2([CH2:31][OH:32])[CH2:6][CH2:5]1)[C@@:21]1([CH3:26])[C@@H:12]([C@:13]2([CH3:30])[C@@H:18]([CH2:19][CH2:20]1)[C:17]([CH3:28])([CH3:27])[C@@H:16]([OH:29])[CH2:15][CH2:14]2)[CH2:11][CH2:10]3)=[CH2:3].[C:33]([OH:38])(=[O:37])[C@H:34]([CH3:36])[OH:35].[C:39]([OH:47])(=[O:46])[C:40]([CH2:42][C:43]([OH:45])=[O:44])=[CH2:41].[Sn+2]. Product: [C:33]([OH:38])(=[O:37])[CH:34]([CH3:36])[OH:35].[C:39]([OH:47])(=[O:46])[C:40]([CH2:42][C:43]([OH:45])=[O:44])=[CH2:41].[CH3:3][C:2]([C@H:4]1[C@@H:8]2[C@@H:9]3[C@@:22]([CH3:25])([CH2:23][CH2:24][C@@:7]2([CH2:31][OH:32])[CH2:6][CH2:5]1)[C@@:21]1([CH3:26])[C@@H:12]([C@:13]2([CH3:30])[C@@H:18]([CH2:19][CH2:20]1)[C:17]([CH3:28])([CH3:27])[C@@H:16]([OH:29])[CH2:15][CH2:14]2)[CH2:11][CH2:10]3)=[CH2:1]. The catalyst class is: 6.